This data is from Catalyst prediction with 721,799 reactions and 888 catalyst types from USPTO. The task is: Predict which catalyst facilitates the given reaction. (1) Reactant: [C:1](OC(=O)C)(=[O:3])[CH3:2].[NH2:8][C:9]1[C:10]([CH3:31])=[C:11]([C:18]([C:20]2[CH:25]=[CH:24][C:23]([N+:26]([O-:28])=[O:27])=[C:22]([O:29][CH3:30])[CH:21]=2)=[O:19])[N:12]2[C:17]=1[CH:16]=[CH:15][CH:14]=[CH:13]2. Product: [CH3:30][O:29][C:22]1[CH:21]=[C:20]([CH:25]=[CH:24][C:23]=1[N+:26]([O-:28])=[O:27])[C:18]([C:11]1[N:12]2[C:17]([CH:16]=[CH:15][CH:14]=[CH:13]2)=[C:9]([NH:8][C:1](=[O:3])[CH3:2])[C:10]=1[CH3:31])=[O:19]. The catalyst class is: 4. (2) Reactant: [CH2:1]([C:3]1[N:4]([CH2:33][C:34]2[O:38][N:37]=[C:36]([C:39]3[CH:44]=[CH:43][C:42]([F:45])=[CH:41][CH:40]=3)[CH:35]=2)[C:5]2[C:10]([CH3:11])=[C:9]([CH3:12])[N:8]=[C:7]([N:13](CC3C=CC(OC)=CC=3)CC3C=CC(OC)=CC=3)[C:6]=2[N:32]=1)[CH3:2]. Product: [CH2:1]([C:3]1[N:4]([CH2:33][C:34]2[O:38][N:37]=[C:36]([C:39]3[CH:40]=[CH:41][C:42]([F:45])=[CH:43][CH:44]=3)[CH:35]=2)[C:5]2[C:10]([CH3:11])=[C:9]([CH3:12])[N:8]=[C:7]([NH2:13])[C:6]=2[N:32]=1)[CH3:2]. The catalyst class is: 55. (3) Reactant: [C:1]([O:5][C:6]([C:8]1[N:9]=[N:10][N:11]([CH2:13][CH:14]([F:27])[CH2:15][CH2:16][C:17]2[S:21][C:20]([C:22]([O:24]CC)=O)=[N:19][N:18]=2)[CH:12]=1)=[O:7])([CH3:4])([CH3:3])[CH3:2].[F:28][C:29]([F:39])([F:38])[C:30]1[CH:35]=[CH:34][N:33]=[C:32]([CH2:36][NH2:37])[CH:31]=1. Product: [F:27][CH:14]([CH2:15][CH2:16][C:17]1[S:21][C:20]([C:22](=[O:24])[NH:37][CH2:36][C:32]2[CH:31]=[C:30]([C:29]([F:39])([F:28])[F:38])[CH:35]=[CH:34][N:33]=2)=[N:19][N:18]=1)[CH2:13][N:11]1[CH:12]=[C:8]([C:6]([O:5][C:1]([CH3:2])([CH3:3])[CH3:4])=[O:7])[N:9]=[N:10]1. The catalyst class is: 5. (4) Reactant: [CH3:1][O:2][C:3]1[CH:4]=[C:5]([OH:11])[CH:6]=[C:7]([O:9][CH3:10])[CH:8]=1.CN(C=O)C.N1C=CN=C1.[C:22]([Si:26]([CH3:29])([CH3:28])Cl)([CH3:25])([CH3:24])[CH3:23]. Product: [C:22]([Si:26]([O:11][C:5]1[CH:6]=[C:7]([O:9][CH3:10])[CH:8]=[C:3]([O:2][CH3:1])[CH:4]=1)([CH3:29])[CH3:28])([CH3:25])([CH3:24])[CH3:23]. The catalyst class is: 84. (5) Reactant: [N:1]1([C:7]([C@@H:9]([N:13]2[CH2:17][CH2:16][C@H:15]([NH:18][C:19](=[O:25])[O:20][C:21]([CH3:24])([CH3:23])[CH3:22])[C:14]2=[O:26])[CH2:10][CH:11]=O)=[O:8])[CH2:6][CH2:5][O:4][CH2:3][CH2:2]1.[CH3:27][NH:28][CH3:29].C1COCC1. Product: [CH3:27][N:28]([CH3:29])[CH2:11][CH2:10][C@H:9]([N:13]1[CH2:17][CH2:16][C@H:15]([NH:18][C:19](=[O:25])[O:20][C:21]([CH3:23])([CH3:22])[CH3:24])[C:14]1=[O:26])[C:7]([N:1]1[CH2:2][CH2:3][O:4][CH2:5][CH2:6]1)=[O:8]. The catalyst class is: 2. (6) Reactant: C(N(CC)CC)C.Cl.O.[NH:10]1[CH2:15][CH2:14][C:13](=[O:16])[CH2:12][CH2:11]1.Cl[C:18]1[N:23]=[C:22]([O:24][C:25]2[CH:51]=[CH:50][C:49]([F:52])=[CH:48][C:26]=2[CH2:27][NH:28][C:29]([NH:31][C:32]2[N:36]([C:37]3[CH:42]=[CH:41][C:40]([CH3:43])=[CH:39][CH:38]=3)[N:35]=[C:34]([C:44]([CH3:47])([CH3:46])[CH3:45])[CH:33]=2)=[O:30])[CH:21]=[CH:20][N:19]=1.C(=O)([O-])[O-].[Na+].[Na+]. Product: [F:52][C:49]1[CH:50]=[CH:51][C:25]([O:24][C:22]2[CH:21]=[CH:20][N:19]=[C:18]([N:10]3[CH2:15][CH2:14][C:13](=[O:16])[CH2:12][CH2:11]3)[N:23]=2)=[C:26]([CH:48]=1)[CH2:27][NH:28][C:29]([NH:31][C:32]1[N:36]([C:37]2[CH:38]=[CH:39][C:40]([CH3:43])=[CH:41][CH:42]=2)[N:35]=[C:34]([C:44]([CH3:47])([CH3:45])[CH3:46])[CH:33]=1)=[O:30]. The catalyst class is: 8. (7) Reactant: [Br:1][C:2]1[CH:3]=[C:4]([C:9]([C:13]2[N:14]([CH2:18][CH3:19])[N:15]=[CH:16][CH:17]=2)=[CH:10]OC)[C:5]([NH2:8])=[N:6][CH:7]=1.Cl. Product: [Br:1][C:2]1[CH:3]=[C:4]2[C:9]([C:13]3[N:14]([CH2:18][CH3:19])[N:15]=[CH:16][CH:17]=3)=[CH:10][NH:8][C:5]2=[N:6][CH:7]=1. The catalyst class is: 8. (8) Reactant: [NH2:1][C:2]1[N:7]=[CH:6][N:5]=[C:4]2[N:8]([CH:32]3[CH2:36][CH2:35][NH:34][CH2:33]3)[N:9]=[C:10]([C:11]3[CH:16]=[CH:15][C:14]([NH:17][C:18]([C:20]4[N:21]([CH3:29])[C:22]5[C:27]([CH:28]=4)=[CH:26][CH:25]=[CH:24][CH:23]=5)=[O:19])=[C:13]([O:30][CH3:31])[CH:12]=3)[C:3]=12.[CH3:37][C:38]([CH3:40])=O.C(O[BH-](OC(=O)C)OC(=O)C)(=O)C.[Na+].[OH-].[Na+]. Product: [NH2:1][C:2]1[N:7]=[CH:6][N:5]=[C:4]2[N:8]([CH:32]3[CH2:36][CH2:35][N:34]([CH:38]([CH3:40])[CH3:37])[CH2:33]3)[N:9]=[C:10]([C:11]3[CH:16]=[CH:15][C:14]([NH:17][C:18]([C:20]4[N:21]([CH3:29])[C:22]5[C:27]([CH:28]=4)=[CH:26][CH:25]=[CH:24][CH:23]=5)=[O:19])=[C:13]([O:30][CH3:31])[CH:12]=3)[C:3]=12. The catalyst class is: 68. (9) The catalyst class is: 5. Product: [C:13]1([C@H:10]2[CH2:11][CH2:12][NH:8][C@H:9]2[CH2:19][OH:20])[CH:14]=[CH:15][CH:16]=[CH:17][CH:18]=1. Reactant: C(OC([N:8]1[CH2:12][CH2:11][C@H:10]([C:13]2[CH:18]=[CH:17][CH:16]=[CH:15][CH:14]=2)[C@@H:9]1[CH2:19][OH:20])=O)(C)(C)C.C1COCC1.Cl.[OH-].[Na+].